Regression. Given a peptide amino acid sequence and an MHC pseudo amino acid sequence, predict their binding affinity value. This is MHC class II binding data. From a dataset of Peptide-MHC class II binding affinity with 134,281 pairs from IEDB. (1) The peptide sequence is VSSDQSALSEFIKFA. The MHC is DRB1_1101 with pseudo-sequence DRB1_1101. The binding affinity (normalized) is 0.424. (2) The binding affinity (normalized) is 0.181. The peptide sequence is EYAATHNPWASQLG. The MHC is DRB5_0101 with pseudo-sequence DRB5_0101. (3) The peptide sequence is DRFFSKEAKTSSDTQ. The MHC is DRB1_0101 with pseudo-sequence DRB1_0101. The binding affinity (normalized) is 0.567. (4) The peptide sequence is LHKLGYILRDISKIP. The MHC is DRB1_0301 with pseudo-sequence DRB1_0301. The binding affinity (normalized) is 0.375. (5) The peptide sequence is PFTVRYTTEGGTKGE. The MHC is HLA-DQA10301-DQB10302 with pseudo-sequence HLA-DQA10301-DQB10302. The binding affinity (normalized) is 0.0835. (6) The peptide sequence is FVERSKAYSNCYPYD. The MHC is DRB1_0405 with pseudo-sequence DRB1_0405. The binding affinity (normalized) is 0.0402. (7) The peptide sequence is FVVTGRVYCDPCRAG. The MHC is HLA-DQA10104-DQB10503 with pseudo-sequence HLA-DQA10104-DQB10503. The binding affinity (normalized) is 0.176. (8) The peptide sequence is PADKYRTFVATFGAA. The MHC is HLA-DQA10101-DQB10501 with pseudo-sequence HLA-DQA10101-DQB10501. The binding affinity (normalized) is 0.0798. (9) The MHC is HLA-DQA10102-DQB10501 with pseudo-sequence HLA-DQA10102-DQB10501. The peptide sequence is RSIQDNQVAYLIIGIK. The binding affinity (normalized) is 0.553.